The task is: Regression. Given a peptide amino acid sequence and an MHC pseudo amino acid sequence, predict their binding affinity value. This is MHC class II binding data.. This data is from Peptide-MHC class II binding affinity with 134,281 pairs from IEDB. (1) The binding affinity (normalized) is 0.625. The MHC is DRB1_0404 with pseudo-sequence DRB1_0404. The peptide sequence is GKLQIVDKIDAAFKI. (2) The peptide sequence is PKDSDEFIPMKSSWG. The MHC is DRB5_0101 with pseudo-sequence DRB5_0101. The binding affinity (normalized) is 0.440. (3) The peptide sequence is VKEEGKEELQEIPTM. The MHC is DRB4_0103 with pseudo-sequence DRB4_0103. The binding affinity (normalized) is 0.291. (4) The peptide sequence is FWYVNHTGFNVHSLP. The MHC is DRB1_0404 with pseudo-sequence DRB1_0404. The binding affinity (normalized) is 0.381. (5) The peptide sequence is EEQEQWKTANEAVQD. The MHC is DRB1_1101 with pseudo-sequence DRB1_1101. The binding affinity (normalized) is 0.200. (6) The peptide sequence is ITNFRAILTAFSPAQ. The MHC is DRB1_0101 with pseudo-sequence DRB1_0101. The binding affinity (normalized) is 0.937. (7) The peptide sequence is TVVEFDSIPNKEHIP. The MHC is DRB1_0101 with pseudo-sequence DRB1_0101. The binding affinity (normalized) is 0.206.